From a dataset of Peptide-MHC class II binding affinity with 134,281 pairs from IEDB. Regression. Given a peptide amino acid sequence and an MHC pseudo amino acid sequence, predict their binding affinity value. This is MHC class II binding data. (1) The peptide sequence is QKLIEDVNASFRAAM. The MHC is DRB1_1101 with pseudo-sequence DRB1_1101. The binding affinity (normalized) is 0.417. (2) The peptide sequence is SQNRKDIKLIDVEMT. The MHC is H-2-IEd with pseudo-sequence H-2-IEd. The binding affinity (normalized) is 0.0615. (3) The peptide sequence is GKAFATYTNAKRIVK. The MHC is DRB1_1302 with pseudo-sequence DRB1_1302. The binding affinity (normalized) is 0.759. (4) The peptide sequence is NNRIWLQFAKLTGFT. The MHC is HLA-DQA10501-DQB10301 with pseudo-sequence HLA-DQA10501-DQB10301. The binding affinity (normalized) is 0.399.